Dataset: NCI-60 drug combinations with 297,098 pairs across 59 cell lines. Task: Regression. Given two drug SMILES strings and cell line genomic features, predict the synergy score measuring deviation from expected non-interaction effect. Drug 1: C1C(C(OC1N2C=C(C(=O)NC2=O)F)CO)O. Drug 2: CS(=O)(=O)OCCCCOS(=O)(=O)C. Cell line: HCT116. Synergy scores: CSS=21.4, Synergy_ZIP=-11.1, Synergy_Bliss=-3.60, Synergy_Loewe=-17.8, Synergy_HSA=-3.41.